Dataset: Reaction yield outcomes from USPTO patents with 853,638 reactions. Task: Predict the reaction yield, written as a fraction of the theoretical maximum amount of product (1.0 means a 100% yield; for example, 0.34 means a 34% yield). (1) The reactants are [NH2:1][C:2]1[CH:3]=[C:4]2[C:8](=[CH:9][CH:10]=1)[NH:7][C:6](=[O:11])[CH2:5]2.[C:12](Cl)(=[O:14])[CH3:13].C(OCC)(=O)C. The catalyst is O1CCCC1. The product is [O:11]=[C:6]1[CH2:5][C:4]2[C:8](=[CH:9][CH:10]=[C:2]([NH:1][C:12](=[O:14])[CH3:13])[CH:3]=2)[NH:7]1. The yield is 0.889. (2) The reactants are [NH:1]1[C:9]2[C:4](=[CH:5][CH:6]=[CH:7][CH:8]=2)[C:3](/[CH:10]=[CH:11]/[C:12]2[CH:17]=[CH:16][CH:15]=[CH:14][C:13]=2[NH2:18])=[N:2]1.C(N(CC)CC)C.[CH2:26]([N:28]=[C:29]=[O:30])[CH3:27].C(=O)([O-])[O-].[K+].[K+]. The catalyst is C1COCC1.O. The product is [CH2:26]([NH:28][C:29]([NH:18][C:13]1[CH:14]=[CH:15][CH:16]=[CH:17][C:12]=1/[CH:11]=[CH:10]/[C:3]1[C:4]2[C:9](=[CH:8][CH:7]=[CH:6][CH:5]=2)[NH:1][N:2]=1)=[O:30])[CH3:27]. The yield is 0.680. (3) The reactants are C(=O)([O-])[O-].[K+].[K+].[CH2:7]([NH:14][CH2:15][C:16]([O:18][CH2:19][CH3:20])=[O:17])[C:8]1[CH:13]=[CH:12][CH:11]=[CH:10][CH:9]=1.Cl[C:22](=[O:30])[CH2:23][CH2:24][C:25]([O:27][CH2:28][CH3:29])=[O:26]. The catalyst is O1CCCC1.O. The product is [CH2:7]([N:14]([CH2:15][C:16]([O:18][CH2:19][CH3:20])=[O:17])[C:22](=[O:30])[CH2:23][CH2:24][C:25]([O:27][CH2:28][CH3:29])=[O:26])[C:8]1[CH:13]=[CH:12][CH:11]=[CH:10][CH:9]=1. The yield is 0.800. (4) The reactants are [Br:1][C:2]1[CH:10]=[CH:9][CH:8]=[C:7]2[C:3]=1[CH2:4][NH:5][CH2:6]2.[CH3:11][O:12][C:13]1[CH:14]=[C:15]([CH:18]=[CH:19][CH:20]=1)[CH2:16]Br.C([O-])([O-])=O.[K+].[K+]. The product is [Br:1][C:2]1[CH:10]=[CH:9][CH:8]=[C:7]2[C:3]=1[CH2:4][N:5]([CH2:16][C:15]1[CH:18]=[CH:19][CH:20]=[C:13]([O:12][CH3:11])[CH:14]=1)[CH2:6]2. The catalyst is CC(C)=O. The yield is 0.200. (5) The reactants are [Br:1][C:2]1[C:13]([O:14][CH3:15])=[N:12][C:5]2[CH2:6][CH2:7][NH:8][CH2:9][CH:10]([CH3:11])[C:4]=2[C:3]=1[Br:16].CI.[C:19]([O-])([O-])=O.[Na+].[Na+]. The catalyst is CN(C=O)C. The product is [Br:1][C:2]1[C:13]([O:14][CH3:15])=[N:12][C:5]2[CH2:6][CH2:7][N:8]([CH3:19])[CH2:9][CH:10]([CH3:11])[C:4]=2[C:3]=1[Br:16]. The yield is 0.560. (6) The reactants are [F:1][C:2]([F:14])([F:13])[O:3][C:4]1[CH:5]=[C:6]([C:10](=O)[CH3:11])[CH:7]=[CH:8][CH:9]=1.[CH3:15][C:16]([S@:19]([NH2:21])=[O:20])([CH3:18])[CH3:17]. No catalyst specified. The product is [CH3:15][C:16]([S@:19]([NH:21][CH:10]([C:6]1[CH:7]=[CH:8][CH:9]=[C:4]([O:3][C:2]([F:14])([F:13])[F:1])[CH:5]=1)[CH3:11])=[O:20])([CH3:18])[CH3:17]. The yield is 0.830. (7) The reactants are [OH-].[K+].[F:3][C:4]1[CH:19]=[C:18]([N+:20]([O-:22])=[O:21])[CH:17]=[CH:16][C:5]=1[O:6][C:7]1[CH:12]=[CH:11][N:10]=[C:9]2[NH:13][N:14]=[CH:15][C:8]=12.[I:23]I.Cl[CH2:26][C:27]1[CH:32]=[CH:31][C:30]([O:33][CH3:34])=[CH:29][CH:28]=1. The catalyst is CN(C=O)C.C(Cl)Cl. The product is [CH3:34][O:33][C:30]1[CH:31]=[CH:32][C:27]([CH2:26][N:13]2[C:9]3=[N:10][CH:11]=[CH:12][C:7]([O:6][C:5]4[CH:16]=[CH:17][C:18]([N+:20]([O-:22])=[O:21])=[CH:19][C:4]=4[F:3])=[C:8]3[C:15]([I:23])=[N:14]2)=[CH:28][CH:29]=1. The yield is 0.470.